This data is from Full USPTO retrosynthesis dataset with 1.9M reactions from patents (1976-2016). The task is: Predict the reactants needed to synthesize the given product. (1) Given the product [CH2:21]([O:23][C:24](=[O:41])[CH2:25][C:26]1[CH:31]=[CH:30][CH:29]=[CH:28][C:27]=1[C:2]1[CH:7]=[CH:6][C:5]([C:8]2[O:12][N:11]=[C:10]([CH3:13])[C:9]=2[NH:14][CH:15]([CH3:20])[CH2:16][CH2:17][CH:18]=[CH2:19])=[CH:4][CH:3]=1)[CH3:22], predict the reactants needed to synthesize it. The reactants are: Br[C:2]1[CH:7]=[CH:6][C:5]([C:8]2[O:12][N:11]=[C:10]([CH3:13])[C:9]=2[NH:14][CH:15]([CH3:20])[CH2:16][CH2:17][CH:18]=[CH2:19])=[CH:4][CH:3]=1.[CH2:21]([O:23][C:24](=[O:41])[CH2:25][C:26]1[CH:31]=[CH:30][CH:29]=[CH:28][C:27]=1B1OC(C)(C)C(C)(C)O1)[CH3:22]. (2) Given the product [CH:7]12[CH2:8][CH:4]([CH2:5][CH2:6]1)[C:3]1[CH:9]=[C:10]([C:11]([O:13][CH2:14][CH3:15])=[O:12])[NH:16][C:2]2=1, predict the reactants needed to synthesize it. The reactants are: Cl[C:2]1[CH:7]2[CH2:8][CH:4]([CH2:5][CH2:6]2)[C:3]=1/[CH:9]=[CH:10]/[C:11]([O:13][CH2:14][CH3:15])=[O:12].[N-:16]=[N+]=[N-].[Na+].O. (3) Given the product [Cl:26][C:23]1[CH:24]=[CH:25][C:20]([O:19][C:17](=[O:18])[N:3]([CH2:4][CH2:5][C@H:6]2[CH2:11][CH2:10][C@H:9](/[CH:12]=[CH:13]/[CH2:14][OH:15])[CH2:8][CH2:7]2)[CH3:2])=[CH:21][CH:22]=1, predict the reactants needed to synthesize it. The reactants are: Cl.[CH3:2][NH:3][CH2:4][CH2:5][C@H:6]1[CH2:11][CH2:10][C@H:9](/[CH:12]=[CH:13]/[CH2:14][OH:15])[CH2:8][CH2:7]1.Cl[C:17]([O:19][C:20]1[CH:25]=[CH:24][C:23]([Cl:26])=[CH:22][CH:21]=1)=[O:18].C(N(C(C)C)CC)(C)C. (4) Given the product [Br:1][C:2]1[CH:3]=[CH:4][C:5]2[N:10]=[N:11][N:8]([CH3:9])[C:6]=2[CH:7]=1, predict the reactants needed to synthesize it. The reactants are: [Br:1][C:2]1[CH:7]=[C:6]([NH:8][CH3:9])[C:5]([NH2:10])=[CH:4][CH:3]=1.[N:11]([O-])=O.[Na+].C(=O)(O)[O-].[Na+]. (5) The reactants are: [C:1]([O:5][C:6]([N:8]1[C@@H:12]([C@@H:13]([OH:28])[C@@H:14]([NH:24][C:25](=[O:27])[CH3:26])[CH2:15][C:16]2[CH:21]=[C:20]([F:22])[CH:19]=[C:18]([F:23])[CH:17]=2)[CH2:11][O:10][C:9]1([CH3:30])[CH3:29])=[O:7])([CH3:4])([CH3:3])[CH3:2].[I-].[Na+].[CH2:33](Br)[C:34]1[CH:39]=[CH:38][CH:37]=[CH:36][CH:35]=1. Given the product [C:1]([O:5][C:6]([N:8]1[C@@H:12]([C@@H:13]([O:28][CH2:33][C:34]2[CH:39]=[CH:38][CH:37]=[CH:36][CH:35]=2)[C@@H:14]([NH:24][C:25](=[O:27])[CH3:26])[CH2:15][C:16]2[CH:21]=[C:20]([F:22])[CH:19]=[C:18]([F:23])[CH:17]=2)[CH2:11][O:10][C:9]1([CH3:30])[CH3:29])=[O:7])([CH3:4])([CH3:2])[CH3:3], predict the reactants needed to synthesize it.